From a dataset of Peptide-MHC class II binding affinity with 134,281 pairs from IEDB. Regression. Given a peptide amino acid sequence and an MHC pseudo amino acid sequence, predict their binding affinity value. This is MHC class II binding data. (1) The peptide sequence is LRKAFDAFDREKSGS. The MHC is DRB1_0901 with pseudo-sequence DRB1_0901. The binding affinity (normalized) is 0.192. (2) The peptide sequence is ESYKFIPALEAAVKQAYAAT. The MHC is HLA-DPA10103-DPB10401 with pseudo-sequence HLA-DPA10103-DPB10401. The binding affinity (normalized) is 0.253. (3) The peptide sequence is LTFLAVGGVLLFLSV. The MHC is DRB1_0701 with pseudo-sequence DRB1_0701. The binding affinity (normalized) is 0.337. (4) The peptide sequence is FRPSQQNPQAQGSVQPQQLP. The MHC is DRB1_0301 with pseudo-sequence DRB1_0301. The binding affinity (normalized) is 0. (5) The peptide sequence is INEPTAAAIGYGLDR. The MHC is HLA-DQA10501-DQB10301 with pseudo-sequence HLA-DQA10501-DQB10301. The binding affinity (normalized) is 0.628. (6) The peptide sequence is LHGVRDGLVRDANNY. The MHC is HLA-DPA10103-DPB10401 with pseudo-sequence HLA-DPA10103-DPB10401. The binding affinity (normalized) is 0. (7) The peptide sequence is PEDPEDSALLED. The MHC is DRB1_0301 with pseudo-sequence DRB1_0301. The binding affinity (normalized) is 0. (8) The peptide sequence is QIDAFIANAGATADS. The MHC is DRB5_0101 with pseudo-sequence DRB5_0101. The binding affinity (normalized) is 0.237. (9) The peptide sequence is TPTEKDEYAARVNH. The MHC is HLA-DQA10301-DQB10302 with pseudo-sequence HLA-DQA10301-DQB10302. The binding affinity (normalized) is 0.204.